Task: Predict the product of the given reaction.. Dataset: Forward reaction prediction with 1.9M reactions from USPTO patents (1976-2016) (1) Given the reactants [C:1]([C:4]1[CH:9]=[CH:8][C:7]([C:10]2[C:11](=[O:22])[O:12][C:13]3[C:18]([CH:19]=2)=[CH:17][CH:16]=[C:15]([O:20][CH3:21])[CH:14]=3)=[CH:6][CH:5]=1)(=[O:3])[CH3:2], predict the reaction product. The product is: [OH:3][CH:1]([C:4]1[CH:5]=[CH:6][C:7]([C:10]2[C:11](=[O:22])[O:12][C:13]3[C:18]([CH:19]=2)=[CH:17][CH:16]=[C:15]([O:20][CH3:21])[CH:14]=3)=[CH:8][CH:9]=1)[CH3:2]. (2) The product is: [O:19]1[CH:18]([CH2:9][CH2:10][CH2:11][CH2:12][CH2:13][CH2:8][CH:6]=[CH2:7])[CH2:17]1. Given the reactants [Na].C=CC=C.[CH:6]([C:8]1[CH:13]=[CH:12][CH:11]=[CH:10][CH:9]=1)=[CH2:7].O1[C:18](=[O:19])[CH:17]=CC1=O.CC(C)=C.C(OCC1CO1)C(OCC1CO1)COCC1CO1, predict the reaction product.